From a dataset of Full USPTO retrosynthesis dataset with 1.9M reactions from patents (1976-2016). Predict the reactants needed to synthesize the given product. (1) Given the product [Cl:36][C:31]1[CH:32]=[CH:33][CH:34]=[CH:35][C:30]=1[C@H:28]([O:27][C:21]1[CH:20]=[C:19]([N:18]2[C:12]3[CH:11]=[C:10]([CH2:9][OH:8])[N:15]=[CH:14][C:13]=3[N:16]=[CH:17]2)[S:23][C:22]=1[C:24]([NH2:26])=[O:25])[CH3:29], predict the reactants needed to synthesize it. The reactants are: [Si]([O:8][CH2:9][C:10]1[N:15]=[CH:14][C:13]2[N:16]=[CH:17][N:18]([C:19]3[S:23][C:22]([C:24]([NH2:26])=[O:25])=[C:21]([O:27][C@@H:28]([C:30]4[CH:35]=[CH:34][CH:33]=[CH:32][C:31]=4[Cl:36])[CH3:29])[CH:20]=3)[C:12]=2[CH:11]=1)(C(C)(C)C)(C)C.[F-].C([N+](CCCC)(CCCC)CCCC)CCC. (2) The reactants are: [Cl:1][C:2]1[C:11]2[C:6](=[CH:7][C:8]([O:14][CH2:15][CH2:16][N:17]3[CH:21]=[N:20][CH:19]=[N:18]3)=[C:9]([O:12][CH3:13])[CH:10]=2)[N:5]=[CH:4][N:3]=1.[Br:22][C:23]1[CH:29]=[CH:28][C:26]([NH2:27])=[C:25]([F:30])[CH:24]=1.C(O)(C)C. Given the product [ClH:1].[Br:22][C:23]1[CH:29]=[CH:28][C:26]([NH:27][C:2]2[C:11]3[C:6](=[CH:7][C:8]([O:14][CH2:15][CH2:16][N:17]4[CH:21]=[N:20][CH:19]=[N:18]4)=[C:9]([O:12][CH3:13])[CH:10]=3)[N:5]=[CH:4][N:3]=2)=[C:25]([F:30])[CH:24]=1, predict the reactants needed to synthesize it. (3) Given the product [C:35]([NH:34][CH2:33][CH2:32][CH2:31][CH2:30][CH2:29][CH2:28][O:27][C:6]1[CH:7]=[CH:8][C:9]2[C:10]3[N:14]([CH2:15][C:16]([NH:19][C:20](=[O:22])[CH3:21])([CH3:18])[CH3:17])[C:13]([CH2:23][O:24][CH2:25][CH3:26])=[N:12][C:11]=3[C:2]([NH2:1])=[N:3][C:4]=2[CH:5]=1)(=[O:37])[CH3:36], predict the reactants needed to synthesize it. The reactants are: [NH2:1][C:2]1[C:11]2[N:12]=[C:13]([CH2:23][O:24][CH2:25][CH3:26])[N:14]([CH2:15][C:16]([NH:19][C:20](=[O:22])[CH3:21])([CH3:18])[CH3:17])[C:10]=2[C:9]2[CH:8]=[CH:7][C:6]([O:27][CH2:28][CH2:29][CH2:30][CH2:31][CH2:32][CH2:33][NH2:34])=[CH:5][C:4]=2[N:3]=1.[C:35](Cl)(=[O:37])[CH3:36].CS(OS(C)(=O)=O)(=O)=O. (4) Given the product [F:1][C:2]1[C:13]([F:14])=[CH:12][CH:11]=[CH:10][C:3]=1[C:4]([C:20]1[CH:21]=[CH:22][C:17]([O:16][CH3:15])=[CH:18][C:19]=1[CH3:25])=[O:5], predict the reactants needed to synthesize it. The reactants are: [F:1][C:2]1[C:13]([F:14])=[CH:12][CH:11]=[CH:10][C:3]=1[C:4](N(OC)C)=[O:5].[CH3:15][O:16][C:17]1[CH:22]=[CH:21][C:20]([Mg]Br)=[C:19]([CH3:25])[CH:18]=1.